Dataset: Forward reaction prediction with 1.9M reactions from USPTO patents (1976-2016). Task: Predict the product of the given reaction. Given the reactants Br[C:2]1([CH:20]([Br:38])[C:21]2[CH:26]=[CH:25][CH:24]=[C:23]([O:27][C:28]3[CH:33]=[CH:32][C:31]([C:34]([F:37])([F:36])[F:35])=[CH:30][N:29]=3)[CH:22]=2)[CH2:7][CH2:6][CH:5]([NH:8][C:9]([C:11]2[C:12]([C:16]([F:19])([F:18])[F:17])=[N:13][NH:14][CH:15]=2)=[O:10])[CH2:4][CH2:3]1.[OH-].[Na+], predict the reaction product. The product is: [Br:38][C:20]([C:21]1[CH:26]=[CH:25][CH:24]=[C:23]([O:27][C:28]2[CH:33]=[CH:32][C:31]([C:34]([F:35])([F:36])[F:37])=[CH:30][N:29]=2)[CH:22]=1)=[C:2]1[CH2:3][CH2:4][CH:5]([NH:8][C:9]([C:11]2[C:12]([C:16]([F:18])([F:19])[F:17])=[N:13][NH:14][CH:15]=2)=[O:10])[CH2:6][CH2:7]1.